Dataset: Forward reaction prediction with 1.9M reactions from USPTO patents (1976-2016). Task: Predict the product of the given reaction. (1) Given the reactants O[C:2]1[C:11]2[C:6](=[N:7][CH:8]=[CH:9][CH:10]=2)[N:5]([C:12]2[CH:17]=[CH:16][CH:15]=[CH:14][CH:13]=2)[C:4](=[O:18])[C:3]=1[C:19](=O)[CH2:20][C:21]1[CH:26]=[CH:25][C:24]([F:27])=[CH:23][CH:22]=1.O.[NH2:30][NH2:31].O, predict the reaction product. The product is: [F:27][C:24]1[CH:25]=[CH:26][C:21]([CH2:20][C:19]2[C:3]3[C:4](=[O:18])[N:5]([C:12]4[CH:17]=[CH:16][CH:15]=[CH:14][CH:13]=4)[C:6]4[N:7]=[CH:8][CH:9]=[CH:10][C:11]=4[C:2]=3[NH:31][N:30]=2)=[CH:22][CH:23]=1. (2) Given the reactants Cl.[NH2:2][CH:3]([C:17]1[C:21](=[O:22])[CH2:20][CH2:19][C:18]=1[NH:23][C:24]1[CH:29]=[CH:28][N:27]=[C:26]([C:30]([F:33])([F:32])[F:31])[CH:25]=1)[C:4]1[CH:11]=[CH:10][C:7]([C:8]#[N:9])=[CH:6][C:5]=1[S:12]([CH2:15][CH3:16])(=[O:14])=[O:13].C(N(CC)CC)C.[C:41](N1C=CN=C1)(N1C=CN=C1)=[O:42], predict the reaction product. The product is: [O:42]=[C:41]1[NH:2][CH:3]([C:4]2[CH:11]=[CH:10][C:7]([C:8]#[N:9])=[CH:6][C:5]=2[S:12]([CH2:15][CH3:16])(=[O:14])=[O:13])[C:17]2[C:21](=[O:22])[CH2:20][CH2:19][C:18]=2[N:23]1[C:24]1[CH:29]=[CH:28][N:27]=[C:26]([C:30]([F:33])([F:32])[F:31])[CH:25]=1. (3) Given the reactants [F:1][C:2]1[CH:7]=[CH:6][C:5]([C:8]2([C:14](O)=O)[CH2:13][CH2:12][CH2:11][CH2:10][CH2:9]2)=[CH:4][CH:3]=1.[NH3:17], predict the reaction product. The product is: [F:1][C:2]1[CH:7]=[CH:6][C:5]([C:8]2([CH2:14][NH2:17])[CH2:13][CH2:12][CH2:11][CH2:10][CH2:9]2)=[CH:4][CH:3]=1.